Dataset: Forward reaction prediction with 1.9M reactions from USPTO patents (1976-2016). Task: Predict the product of the given reaction. (1) Given the reactants [CH3:1][C:2]1[N:3]=[C:4]([C:10]2[CH:15]=[CH:14][C:13]([C:16]([F:19])([F:18])[F:17])=[CH:12][CH:11]=2)[S:5][C:6]=1[CH:7]([OH:9])[CH3:8].[Cl:20][C:21]1[CH:28]=[C:27](O)[CH:26]=[CH:25][C:22]=1[C:23]#[N:24].C1(P(C2C=CC=CC=2)C2C=CC=CC=2)C=CC=CC=1.CCOC(/N=N/C(OCC)=O)=O, predict the reaction product. The product is: [Cl:20][C:21]1[CH:28]=[C:27]([O:9][CH:7]([C:6]2[S:5][C:4]([C:10]3[CH:15]=[CH:14][C:13]([C:16]([F:19])([F:18])[F:17])=[CH:12][CH:11]=3)=[N:3][C:2]=2[CH3:1])[CH3:8])[CH:26]=[CH:25][C:22]=1[C:23]#[N:24]. (2) Given the reactants [C:1]([C:5]1[CH:10]=[CH:9][C:8]([S:11]([N:14]([CH2:24][C:25](O)=[O:26])[C:15]2[CH:20]=[CH:19][CH:18]=[C:17]([N:21]([CH3:23])[CH3:22])[CH:16]=2)(=[O:13])=[O:12])=[CH:7][CH:6]=1)([CH3:4])([CH3:3])[CH3:2].[N:28]1[CH:33]=[CH:32][CH:31]=[CH:30][C:29]=1[CH2:34][NH:35][CH2:36][CH2:37][OH:38], predict the reaction product. The product is: [C:1]([C:5]1[CH:6]=[CH:7][C:8]([S:11]([N:14]([C:15]2[CH:20]=[CH:19][CH:18]=[C:17]([N:21]([CH3:22])[CH3:23])[CH:16]=2)[CH2:24][C:25]([N:35]([CH2:36][CH2:37][OH:38])[CH2:34][C:29]2[CH:30]=[CH:31][CH:32]=[CH:33][N:28]=2)=[O:26])(=[O:12])=[O:13])=[CH:9][CH:10]=1)([CH3:3])([CH3:2])[CH3:4]. (3) Given the reactants [Br:1][C:2]1[CH:3]=[C:4]([CH2:14][N:15]([CH3:23])[C:16](=[O:22])[O:17][C:18]([CH3:21])([CH3:20])[CH3:19])[S:5][C:6]=1SC1C=CC=CC=1.Cl[C:25]1[CH:30]=[CH:29][CH:28]=[C:27](C(OO)=O)[CH:26]=1.[S:35]([O-:39])([O-])(=[O:37])=S.[Na+].[Na+], predict the reaction product. The product is: [Br:1][C:2]1[CH:3]=[C:4]([CH2:14][N:15]([CH3:23])[C:16](=[O:22])[O:17][C:18]([CH3:19])([CH3:20])[CH3:21])[S:5][C:6]=1[S:35]([C:25]1[CH:26]=[CH:27][CH:28]=[CH:29][CH:30]=1)(=[O:39])=[O:37]. (4) The product is: [Cl:1][C:2]1[C:3]([CH3:14])=[C:4]([C:9]2[CH2:13][CH2:12][O:11][N:10]=2)[C:5]([S:16][CH3:15])=[CH:6][CH:7]=1. Given the reactants [Cl:1][C:2]1[C:3]([CH3:14])=[C:4]([C:9]2[CH2:13][CH2:12][O:11][N:10]=2)[C:5](Cl)=[CH:6][CH:7]=1.[CH3:15][S-:16].[Na+].O, predict the reaction product. (5) The product is: [F:7][CH2:11][C:12]1[O:16][N:15]=[C:14]([C:17]([O:19][CH2:20][CH3:21])=[O:18])[CH:13]=1. Given the reactants C(N(S(F)(F)[F:7])CC)C.O[CH2:11][C:12]1[O:16][N:15]=[C:14]([C:17]([O:19][CH2:20][CH3:21])=[O:18])[CH:13]=1.O.C(=O)(O)[O-].[Na+], predict the reaction product. (6) The product is: [NH2:14][C:9]1[CH:10]=[C:11]2[C:6](=[CH:7][CH:8]=1)[N:5]([CH2:17][CH2:18][C:19]#[N:20])[C:4](=[O:21])[N:3]([CH2:1][CH3:2])[C:12]2=[O:13]. Given the reactants [CH2:1]([N:3]1[C:12](=[O:13])[C:11]2[C:6](=[CH:7][CH:8]=[C:9]([N+:14]([O-])=O)[CH:10]=2)[N:5]([CH2:17][CH2:18][C:19]#[N:20])[C:4]1=[O:21])[CH3:2].[Sn](Cl)Cl, predict the reaction product. (7) Given the reactants Br[C:2]1[CH:3]=[C:4]([C:8]2[CH:21]=[CH:20][C:19]3[C:10](=[C:11]([C:28]4[CH:33]=[CH:32][CH:31]=[CH:30][CH:29]=4)[C:12]4[C:17]([C:18]=3[C:22]3[CH:27]=[CH:26][CH:25]=[CH:24][CH:23]=3)=[CH:16][CH:15]=[CH:14][CH:13]=4)[CH:9]=2)[CH:5]=[CH:6][CH:7]=1.[CH:34]1[C:42]2[C:41]3[CH:43]=[CH:44][CH:45]=[CH:46][C:40]=3[O:39][C:38]=2[CH:37]=[CH:36][C:35]=1B(O)O.C1(C)C=CC=CC=1P(C1C=CC=CC=1C)C1C=CC=CC=1C.C(=O)([O-])[O-].[Na+].[Na+], predict the reaction product. The product is: [C:28]1([C:11]2[C:12]3[C:17]([C:18]([C:22]4[CH:23]=[CH:24][CH:25]=[CH:26][CH:27]=4)=[C:19]4[C:10]=2[CH:9]=[C:8]([C:4]2[CH:5]=[C:6]([C:35]5[CH:36]=[CH:37][C:38]6[O:39][C:40]7[CH:46]=[CH:45][CH:44]=[CH:43][C:41]=7[C:42]=6[CH:34]=5)[CH:7]=[CH:2][CH:3]=2)[CH:21]=[CH:20]4)=[CH:16][CH:15]=[CH:14][CH:13]=3)[CH:33]=[CH:32][CH:31]=[CH:30][CH:29]=1. (8) Given the reactants C[O:2][C:3](=[O:59])[C@@H:4]([NH:20][C:21]([C@@H:23]1[CH2:32][C:31]2[CH:30]=[C:29]3[O:33][CH2:34][C@H:35]([C:37]4[CH:42]=[CH:41][C:40]([C:43]5[CH:48]=[CH:47][CH:46]=[C:45]([Cl:49])[CH:44]=5)=[CH:39][CH:38]=4)[O:36][C:28]3=[CH:27][C:26]=2[CH2:25][N:24]1[C:50]([C:52]1[N:53]=[C:54]([CH3:58])[O:55][C:56]=1[CH3:57])=[O:51])=[O:22])[CH2:5][C:6]1[CH:11]=[CH:10][C:9]([C:12]2[CH:17]=[CH:16][N:15]=[C:14]([CH3:18])[C:13]=2[CH3:19])=[CH:8][CH:7]=1.CO.[Li+].[OH-], predict the reaction product. The product is: [Cl:49][C:45]1[CH:44]=[C:43]([C:40]2[CH:41]=[CH:42][C:37]([C@H:35]3[CH2:34][O:33][C:29]4=[CH:30][C:31]5[CH2:32][C@@H:23]([C:21]([NH:20][C@@H:4]([CH2:5][C:6]6[CH:7]=[CH:8][C:9]([C:12]7[CH:17]=[CH:16][N:15]=[C:14]([CH3:18])[C:13]=7[CH3:19])=[CH:10][CH:11]=6)[C:3]([OH:59])=[O:2])=[O:22])[N:24]([C:50]([C:52]6[N:53]=[C:54]([CH3:58])[O:55][C:56]=6[CH3:57])=[O:51])[CH2:25][C:26]=5[CH:27]=[C:28]4[O:36]3)=[CH:38][CH:39]=2)[CH:48]=[CH:47][CH:46]=1.